This data is from Forward reaction prediction with 1.9M reactions from USPTO patents (1976-2016). The task is: Predict the product of the given reaction. (1) Given the reactants C([Li])CCC.[CH2:6]([PH:10][C:11]1[CH:16]=[CH:15][CH:14]=[CH:13][CH:12]=1)[CH:7]([CH3:9])[CH3:8].[CH3:17][C:18]1[CH:26]=[C:25]([CH3:27])[CH:24]=[C:23]([CH3:28])[C:19]=1[C:20](Cl)=[O:21].[OH:29]O, predict the reaction product. The product is: [CH3:17][C:18]1[CH:26]=[C:25]([CH3:27])[CH:24]=[C:23]([CH3:28])[C:19]=1[C:20]([P:10](=[O:29])([CH2:6][CH:7]([CH3:9])[CH3:8])[C:11]1[CH:16]=[CH:15][CH:14]=[CH:13][CH:12]=1)=[O:21]. (2) Given the reactants C[O:2][C:3](=O)[C:4]1[CH:9]=[CH:8][C:7]([NH:10][CH2:11][C:12]2[C:13]([C:18]3[CH:23]=[CH:22][CH:21]=[C:20]([F:24])[CH:19]=3)=[N:14][O:15][C:16]=2[CH3:17])=[N:6][CH:5]=1.[CH:26]1([NH2:29])[CH2:28][CH2:27]1, predict the reaction product. The product is: [CH:26]1([NH:29][C:3](=[O:2])[C:4]2[CH:9]=[CH:8][C:7]([NH:10][CH2:11][C:12]3[C:13]([C:18]4[CH:23]=[CH:22][CH:21]=[C:20]([F:24])[CH:19]=4)=[N:14][O:15][C:16]=3[CH3:17])=[N:6][CH:5]=2)[CH2:28][CH2:27]1. (3) Given the reactants [Li]CCCC.C(NC(C)C)(C)C.[F:13][C:14]1[CH:20]=[C:19]([F:21])[C:18]([F:22])=[CH:17][C:15]=1[NH2:16].F[C:24]1[CH:32]=[C:31]([F:33])[C:30]([F:34])=[CH:29][C:25]=1[C:26]([OH:28])=[O:27], predict the reaction product. The product is: [F:13][C:14]1[CH:20]=[C:19]([F:21])[C:18]([F:22])=[CH:17][C:15]=1[NH:16][C:24]1[CH:32]=[C:31]([F:33])[C:30]([F:34])=[CH:29][C:25]=1[C:26]([OH:28])=[O:27].